From a dataset of Forward reaction prediction with 1.9M reactions from USPTO patents (1976-2016). Predict the product of the given reaction. Given the reactants [CH3:1][C:2]1([CH3:22])[C:11]2[C:6](=[CH:7][CH:8]=[C:9]([CH3:12])[CH:10]=2)[NH:5][CH:4]([C:13]2[CH:18]=[CH:17][CH:16]=[CH:15][C:14]=2[N+:19]([O-])=O)[CH2:3]1, predict the reaction product. The product is: [CH3:1][C:2]1([CH3:22])[C:11]2[C:6](=[CH:7][CH:8]=[C:9]([CH3:12])[CH:10]=2)[NH:5][CH:4]([C:13]2[CH:18]=[CH:17][CH:16]=[CH:15][C:14]=2[NH2:19])[CH2:3]1.